From a dataset of Reaction yield outcomes from USPTO patents with 853,638 reactions. Predict the reaction yield, written as a fraction of the theoretical maximum amount of product (1.0 means a 100% yield; for example, 0.34 means a 34% yield). (1) The reactants are [Br:1][C:2]1[CH:3]=[C:4]2[C:8](=[CH:9][CH:10]=1)[NH:7][C:6](=[O:11])[CH2:5]2.[CH3:12][N:13]([CH3:28])[CH2:14][CH2:15][O:16][C:17]1[CH:18]=[C:19]2[C:23](=[CH:24][CH:25]=1)[NH:22][C:21]([CH:26]=O)=[CH:20]2.N1CCCCC1. The catalyst is C(O)C. The product is [Br:1][C:2]1[CH:3]=[C:4]2[C:8](=[CH:9][CH:10]=1)[NH:7][C:6](=[O:11])[C:5]2=[CH:26][C:21]1[NH:22][C:23]2[C:19]([CH:20]=1)=[CH:18][C:17]([O:16][CH2:15][CH2:14][N:13]([CH3:12])[CH3:28])=[CH:25][CH:24]=2. The yield is 0.780. (2) The reactants are [N+:1]([C:4]1[CH:30]=[CH:29][C:7]([CH2:8][C:9]2([CH2:19][C:20]3[CH:25]=[CH:24][C:23]([N+:26]([O-])=O)=[CH:22][CH:21]=3)[CH2:15][O:14][C:13]3=[CH:16][S:17][CH:18]=[C:12]3[O:11][CH2:10]2)=[CH:6][CH:5]=1)([O-])=O.O.O.[Sn](Cl)Cl.C(OCC)(=O)C.C(=O)([O-])[O-].[Na+].[Na+]. The catalyst is ClCCl. The product is [NH2:1][C:4]1[CH:30]=[CH:29][C:7]([CH2:8][C:9]2([CH2:19][C:20]3[CH:25]=[CH:24][C:23]([NH2:26])=[CH:22][CH:21]=3)[CH2:15][O:14][C:13]3=[CH:16][S:17][CH:18]=[C:12]3[O:11][CH2:10]2)=[CH:6][CH:5]=1. The yield is 1.00. (3) The reactants are [N:1]1([C:5](=O)[C@@H:6]([NH:10][C:11](=O)OC(C)(C)C)[CH:7]([CH3:9])[CH3:8])[CH2:4][CH2:3][CH2:2]1.[H-].[H-].[H-].[H-].[Li+].[Al+3].O.[OH-].[Na+]. The catalyst is C1COCC1. The product is [N:1]1([CH2:5][C@@H:6]([NH:10][CH3:11])[CH:7]([CH3:9])[CH3:8])[CH2:4][CH2:3][CH2:2]1. The yield is 0.790. (4) The reactants are [Br:1][C:2]1[CH:3]=[C:4]([C:15]([F:18])([F:17])[F:16])[C:5]2[N:6]([C:8]([Cl:14])=[C:9]([C:11]([OH:13])=O)[N:10]=2)[CH:7]=1.[S:19]1[CH:23]=[CH:22][CH:21]=[C:20]1[CH2:24][NH2:25].C(N(CC)C(C)C)(C)C.C1CN([P+](Br)(N2CCCC2)N2CCCC2)CC1.F[P-](F)(F)(F)(F)F. The catalyst is CN(C=O)C.CCOC(C)=O. The product is [S:19]1[CH:23]=[CH:22][CH:21]=[C:20]1[CH2:24][NH:25][C:11]([C:9]1[N:10]=[C:5]2[C:4]([C:15]([F:18])([F:17])[F:16])=[CH:3][C:2]([Br:1])=[CH:7][N:6]2[C:8]=1[Cl:14])=[O:13]. The yield is 0.780. (5) The reactants are [CH3:1][CH:2]1[CH2:7][C:6](=[O:8])[CH:5]=[C:4]([C:9]2[CH:14]=[CH:13][N:12]=[CH:11][C:10]=2[N+:15]([O-:17])=[O:16])[CH2:3]1.[Li+].[CH3:19][Si:20]([N-][Si:20]([CH3:22])([CH3:21])[CH3:19])([CH3:22])[CH3:21]. The catalyst is C1COCC1. The product is [CH3:1][CH:2]1[CH2:3][C:4]([C:9]2[CH:14]=[CH:13][N:12]=[CH:11][C:10]=2[N+:15]([O-:17])=[O:16])=[CH:5][C:6]([O:8][Si:20]([CH3:22])([CH3:21])[CH3:19])=[CH:7]1. The yield is 0.990. (6) The reactants are [NH2:1][C:2]1[N:7]=[C:6]([O:8][CH3:9])[C:5]([C:10]2[CH:11]=[C:12]([NH2:21])[C:13]([NH:16][C:17]([CH3:20])([CH3:19])[CH3:18])=[CH:14][CH:15]=2)=[CH:4][N:3]=1.[N:22]1([C:27]2[CH:34]=[CH:33][CH:32]=[CH:31][C:28]=2[CH:29]=O)[CH:26]=[N:25][CH:24]=[N:23]1.OOS([O-])=O.[K+].S([O-])([O-])(=O)=S.[Na+].[Na+]. The catalyst is CN(C=O)C.O.CCOC(C)=O. The product is [C:17]([N:16]1[C:13]2[CH:14]=[CH:15][C:10]([C:5]3[C:6]([O:8][CH3:9])=[N:7][C:2]([NH2:1])=[N:3][CH:4]=3)=[CH:11][C:12]=2[N:21]=[C:29]1[C:28]1[CH:31]=[CH:32][CH:33]=[CH:34][C:27]=1[N:22]1[CH:26]=[N:25][CH:24]=[N:23]1)([CH3:18])([CH3:20])[CH3:19]. The yield is 0.370. (7) The reactants are [Br:1][C:2]1[CH:11]=[CH:10][C:9]2[NH:8]C(=O)[N:6]3[N:13]=[C:14]([CH3:16])[N:15]=[C:5]3[C:4]=2[CH:3]=1.BrC1C=CC2NC(=O)N3N=CN=C3C=2C=1. No catalyst specified. The product is [Br:1][C:2]1[CH:11]=[CH:10][C:9]([NH2:8])=[C:4]([C:5]2[NH:6][N:13]=[C:14]([CH3:16])[N:15]=2)[CH:3]=1. The yield is 0.990.